From a dataset of CYP1A2 inhibition data for predicting drug metabolism from PubChem BioAssay. Regression/Classification. Given a drug SMILES string, predict its absorption, distribution, metabolism, or excretion properties. Task type varies by dataset: regression for continuous measurements (e.g., permeability, clearance, half-life) or binary classification for categorical outcomes (e.g., BBB penetration, CYP inhibition). Dataset: cyp1a2_veith. (1) The drug is O=C(O)/C=C/C(=O)Nc1ccc(F)cc1F. The result is 0 (non-inhibitor). (2) The molecule is N#Cc1ccc(CN2CC3(CCN(C(=O)c4cc(C(F)(F)F)cc(C(F)(F)F)c4)CC3)C2)cc1. The result is 0 (non-inhibitor). (3) The drug is Cn1c(=O)c2[nH]cnc2n(C)c1=O.O. The result is 0 (non-inhibitor). (4) The drug is COc1ccccc1CN1CCC2(CC1)CCN(C(C)=O)CC2. The result is 0 (non-inhibitor). (5) The compound is CC1=C(C(N)=O)C(c2cccs2)n2nc(-c3cccc(Cl)c3)nc2N1. The result is 1 (inhibitor). (6) The compound is O=[N+]([O-])O[C@H]1CO[C@H]2[C@@H](O[N+](=O)[O-])CO[C@H]12. The result is 0 (non-inhibitor).